The task is: Predict the reactants needed to synthesize the given product.. This data is from Full USPTO retrosynthesis dataset with 1.9M reactions from patents (1976-2016). (1) Given the product [C:1]([O:5][C:6]([N:8]1[CH2:13][CH2:12][N:11]([C:14]2[CH:19]=[C:18]([C:20]3[CH:25]=[CH:24][C:23]([F:26])=[C:22]([Cl:27])[CH:21]=3)[N:17]=[C:16]([N:31]3[CH2:32][CH2:33][CH2:34][CH:30]3[CH3:29])[N:15]=2)[CH2:10][CH2:9]1)=[O:7])([CH3:2])([CH3:3])[CH3:4], predict the reactants needed to synthesize it. The reactants are: [C:1]([O:5][C:6]([N:8]1[CH2:13][CH2:12][N:11]([C:14]2[CH:19]=[C:18]([C:20]3[CH:25]=[CH:24][C:23]([F:26])=[C:22]([Cl:27])[CH:21]=3)[N:17]=[C:16](Cl)[N:15]=2)[CH2:10][CH2:9]1)=[O:7])([CH3:4])([CH3:3])[CH3:2].[CH3:29][CH:30]1[CH2:34][CH2:33][CH2:32][NH:31]1.C([O-])([O-])=O.[K+].[K+]. (2) Given the product [CH2:9]([C:13]1[CH:18]=[CH:17][C:16]([C:2]2[CH:8]=[CH:7][CH:6]=[C:4]([NH2:5])[CH:3]=2)=[CH:15][CH:14]=1)[CH2:10][CH2:11][CH3:12], predict the reactants needed to synthesize it. The reactants are: Br[C:2]1[CH:3]=[C:4]([CH:6]=[CH:7][CH:8]=1)[NH2:5].[CH2:9]([C:13]1[CH:18]=[CH:17][C:16](B(O)O)=[CH:15][CH:14]=1)[CH2:10][CH2:11][CH3:12].[F-].[Cs+]. (3) Given the product [CH3:28][O:27][C:26]1[CH:25]=[CH:24][C:11]([CH2:12][N:13]2[C:17](=[O:18])[C:16]3=[CH:19][CH:20]=[CH:21][CH:22]=[C:15]3[C:14]2=[O:23])=[CH:10][C:9]=1[CH:7]=[CH2:1], predict the reactants needed to synthesize it. The reactants are: [CH3:1]C(C)([O-])C.[K+].[CH:7]([C:9]1[CH:10]=[C:11]([CH:24]=[CH:25][C:26]=1[O:27][CH3:28])[CH2:12][N:13]1[C:17](=[O:18])[C:16]2=[CH:19][CH:20]=[CH:21][CH:22]=[C:15]2[C:14]1=[O:23])=O. (4) Given the product [OH:1][C:2]1[CH:3]=[C:4]([CH:8]=[CH:9][CH:10]=1)[C:5]([NH:42][C:39]1[CH:40]=[N:41][C:36]([NH:35][C:32]2[CH:33]=[CH:34][C:29]([S:26]([CH2:25][CH2:24][CH2:23][N:18]3[CH2:22][CH2:21][CH2:20][CH2:19]3)(=[O:27])=[O:28])=[CH:30][CH:31]=2)=[N:37][CH:38]=1)=[O:7], predict the reactants needed to synthesize it. The reactants are: [OH:1][C:2]1[CH:3]=[C:4]([CH:8]=[CH:9][CH:10]=1)[C:5]([OH:7])=O.CN1CCOCC1.[N:18]1([CH2:23][CH2:24][CH2:25][S:26]([C:29]2[CH:34]=[CH:33][C:32]([NH:35][C:36]3[N:41]=[CH:40][C:39]([NH2:42])=[CH:38][N:37]=3)=[CH:31][CH:30]=2)(=[O:28])=[O:27])[CH2:22][CH2:21][CH2:20][CH2:19]1.CN(C=O)C. (5) Given the product [Cl:41][C:34]1[CH:35]=[C:36]2[C:31](=[C:32]([C:42]([OH:44])=[O:43])[CH:33]=1)[NH:30][CH:29]([C:25]1[CH:26]=[CH:27][CH:28]=[C:23]([NH:22][C:7]([C:2]3[CH:3]=[N:4][CH:5]=[CH:6][N:1]=3)=[O:9])[CH:24]=1)[C:38]([CH3:40])([CH3:39])[CH2:37]2, predict the reactants needed to synthesize it. The reactants are: [N:1]1[CH:6]=[CH:5][N:4]=[CH:3][C:2]=1[C:7]([OH:9])=O.C(N1C=CN=C1)(N1C=CN=C1)=O.[NH2:22][C:23]1[CH:24]=[C:25]([CH:29]2[C:38]([CH3:40])([CH3:39])[CH2:37][C:36]3[C:31](=[C:32]([C:42]([OH:44])=[O:43])[CH:33]=[C:34]([Cl:41])[CH:35]=3)[NH:30]2)[CH:26]=[CH:27][CH:28]=1. (6) The reactants are: CC1C=NN([C:7]2[S:15][C:14]3[C:9](=[N:10][CH:11]=[CH:12][C:13]=3[O:16][C:17]3[CH:22]=[CH:21][C:20]([NH:23][C:24]([NH:26][C:27](=[O:35])[CH2:28][C:29]4[CH:34]=[CH:33][CH:32]=[CH:31][CH:30]=4)=[S:25])=[CH:19][CH:18]=3)[CH:8]=2)C=1.CC1C=NNC=1.[CH3:42][C:43]1[CH:47]=[C:46]([CH3:48])[NH:45][N:44]=1. Given the product [CH3:42][C:43]1[CH:47]=[C:46]([CH3:48])[N:45]([C:7]2[S:15][C:14]3[C:9](=[N:10][CH:11]=[CH:12][C:13]=3[O:16][C:17]3[CH:18]=[CH:19][C:20]([NH:23][C:24]([NH:26][C:27](=[O:35])[CH2:28][C:29]4[CH:30]=[CH:31][CH:32]=[CH:33][CH:34]=4)=[S:25])=[CH:21][CH:22]=3)[CH:8]=2)[N:44]=1, predict the reactants needed to synthesize it.